This data is from Full USPTO retrosynthesis dataset with 1.9M reactions from patents (1976-2016). The task is: Predict the reactants needed to synthesize the given product. (1) Given the product [CH2:23]([O:27][C:28]([NH:30][CH2:31][C:32]([OH:34])=[O:33])=[O:29])[C:26]1[CH:5]=[CH:4][CH:3]=[CH:2][CH:7]=1, predict the reactants needed to synthesize it. The reactants are: N1[C:5](=O)[CH2:4][CH2:3][C@H:2]1[C:7](O)=O.C(=O)([O-])O.[Na+].ON1C(=O)CCC1=O.[C:23]([O:27][C:28]([NH:30][CH2:31][C:32]([OH:34])=[O:33])=[O:29])([CH3:26])(C)C.C(O)(=O)CC(CC(O)=O)(C(O)=O)O. (2) Given the product [CH2:1]([N:3]1[CH2:4][C:5]([C:9]2[CH:14]=[CH:13][C:12]([N+:15]([O-:17])=[O:16])=[C:11]([O:18][CH3:19])[CH:10]=2)=[CH:6][CH2:7][CH2:8]1)[CH3:2], predict the reactants needed to synthesize it. The reactants are: [CH2:1]([N+:3]1[CH:8]=[CH:7][CH:6]=[C:5]([C:9]2[CH:14]=[CH:13][C:12]([N+:15]([O-:17])=[O:16])=[C:11]([O:18][CH3:19])[CH:10]=2)[CH:4]=1)[CH3:2].[BH4-].[Na+]. (3) The reactants are: F[C:2]1[C:7]([F:8])=[C:6]([F:9])[CH:5]=[C:4]([F:10])[C:3]=1[N+:11]([O-:13])=[O:12].[NH3:14].O1CCOCC1. Given the product [F:8][C:7]1[C:6]([F:9])=[CH:5][C:4]([F:10])=[C:3]([N+:11]([O-:13])=[O:12])[C:2]=1[NH2:14], predict the reactants needed to synthesize it. (4) Given the product [CH2:21]([C:8]1[CH:9]=[C:10]([CH:17]=[O:18])[C:11]2[C:16]([CH:7]=1)=[CH:15][CH:14]=[CH:13][CH:12]=2)[CH3:22], predict the reactants needed to synthesize it. The reactants are: FC(F)(F)S(O[C:7]1[C:16]2[C:11](=[CH:12][CH:13]=[CH:14][CH:15]=2)[C:10]([CH:17]=[O:18])=[CH:9][CH:8]=1)(=O)=O.[C:21]1([As](C2C=CC=CC=2)C2C=CC=CC=2)C=CC=C[CH:22]=1.[Cl-].[Li+].C([Sn](CC)(CC)CC)C.[Cl-].[NH4+]. (5) Given the product [Cl:24][CH2:20][C:33]1[CH:32]=[CH:31][C:30]([CH2:29][S:26]([CH3:25])(=[O:28])=[O:27])=[CH:35][CH:34]=1, predict the reactants needed to synthesize it. The reactants are: C1(P(C2C=CC=CC=2)C2C=CC=CC=2)C=CC=CC=1.[C:20]([Cl:24])(Cl)(Cl)Cl.[CH3:25][S:26]([CH2:29][C:30]1[CH:35]=[CH:34][C:33](CO)=[CH:32][CH:31]=1)(=[O:28])=[O:27]. (6) Given the product [CH2:1]([N:8]1[CH2:13][CH2:12][C:11]2([O:21][C@@H:19]([CH3:20])[CH2:18][C@H:17]([CH3:16])[O:14]2)[C@H:10]([CH3:15])[CH2:9]1)[C:2]1[CH:3]=[CH:4][CH:5]=[CH:6][CH:7]=1, predict the reactants needed to synthesize it. The reactants are: [CH2:1]([N:8]1[CH2:13][CH2:12][C:11](=[O:14])[CH:10]([CH3:15])[CH2:9]1)[C:2]1[CH:7]=[CH:6][CH:5]=[CH:4][CH:3]=1.[CH3:16][C@H:17](O)[CH2:18][C@@H:19]([OH:21])[CH3:20].O.C1(C)C=CC(S(O)(=O)=O)=CC=1.